Dataset: NCI-60 drug combinations with 297,098 pairs across 59 cell lines. Task: Regression. Given two drug SMILES strings and cell line genomic features, predict the synergy score measuring deviation from expected non-interaction effect. (1) Drug 1: C1C(C(OC1N2C=C(C(=O)NC2=O)F)CO)O. Drug 2: COCCOC1=C(C=C2C(=C1)C(=NC=N2)NC3=CC=CC(=C3)C#C)OCCOC.Cl. Cell line: SR. Synergy scores: CSS=63.6, Synergy_ZIP=-2.33, Synergy_Bliss=-6.54, Synergy_Loewe=-56.4, Synergy_HSA=-6.34. (2) Drug 1: COC1=C2C(=CC3=C1OC=C3)C=CC(=O)O2. Drug 2: CC(C)CN1C=NC2=C1C3=CC=CC=C3N=C2N. Cell line: NCI/ADR-RES. Synergy scores: CSS=-12.7, Synergy_ZIP=8.23, Synergy_Bliss=1.57, Synergy_Loewe=-10.5, Synergy_HSA=-10.9. (3) Drug 1: C1CC(=O)NC(=O)C1N2CC3=C(C2=O)C=CC=C3N. Drug 2: C1=CC(=CC=C1CCCC(=O)O)N(CCCl)CCCl. Cell line: A498. Synergy scores: CSS=26.3, Synergy_ZIP=-6.10, Synergy_Bliss=0.907, Synergy_Loewe=1.12, Synergy_HSA=3.32. (4) Drug 1: CC(C1=C(C=CC(=C1Cl)F)Cl)OC2=C(N=CC(=C2)C3=CN(N=C3)C4CCNCC4)N. Drug 2: C#CCC(CC1=CN=C2C(=N1)C(=NC(=N2)N)N)C3=CC=C(C=C3)C(=O)NC(CCC(=O)O)C(=O)O. Cell line: UACC62. Synergy scores: CSS=9.82, Synergy_ZIP=-1.10, Synergy_Bliss=1.07, Synergy_Loewe=-13.4, Synergy_HSA=0.681. (5) Drug 1: CCC1=C2CN3C(=CC4=C(C3=O)COC(=O)C4(CC)O)C2=NC5=C1C=C(C=C5)O. Synergy scores: CSS=43.7, Synergy_ZIP=3.97, Synergy_Bliss=4.03, Synergy_Loewe=-4.33, Synergy_HSA=9.21. Cell line: OVCAR3. Drug 2: C1C(C(OC1N2C=NC(=NC2=O)N)CO)O. (6) Drug 1: CC1C(C(=O)NC(C(=O)N2CCCC2C(=O)N(CC(=O)N(C(C(=O)O1)C(C)C)C)C)C(C)C)NC(=O)C3=C4C(=C(C=C3)C)OC5=C(C(=O)C(=C(C5=N4)C(=O)NC6C(OC(=O)C(N(C(=O)CN(C(=O)C7CCCN7C(=O)C(NC6=O)C(C)C)C)C)C(C)C)C)N)C. Drug 2: C1=CN(C(=O)N=C1N)C2C(C(C(O2)CO)O)O.Cl. Cell line: A549. Synergy scores: CSS=68.6, Synergy_ZIP=-5.51, Synergy_Bliss=-9.52, Synergy_Loewe=-5.83, Synergy_HSA=-2.85. (7) Drug 1: CC1OCC2C(O1)C(C(C(O2)OC3C4COC(=O)C4C(C5=CC6=C(C=C35)OCO6)C7=CC(=C(C(=C7)OC)O)OC)O)O. Drug 2: C1=C(C(=O)NC(=O)N1)N(CCCl)CCCl. Cell line: UACC-257. Synergy scores: CSS=16.9, Synergy_ZIP=-2.50, Synergy_Bliss=6.09, Synergy_Loewe=4.96, Synergy_HSA=6.34.